This data is from Forward reaction prediction with 1.9M reactions from USPTO patents (1976-2016). The task is: Predict the product of the given reaction. (1) Given the reactants [Br:1][C:2]1[N:7]=[C:6]([CH2:8][OH:9])[CH:5]=[CH:4][C:3]=1[F:10], predict the reaction product. The product is: [Br:1][C:2]1[N:7]=[C:6]([CH:8]=[O:9])[CH:5]=[CH:4][C:3]=1[F:10]. (2) Given the reactants [Cl:1][C:2]1[CH:3]=[CH:4][C:5]([C:28]([F:31])([F:30])[F:29])=[C:6]([CH:27]=1)[CH2:7][N:8]1[CH2:13][CH2:12][NH:11][C:10]2[N:14]=[CH:15][C:16]([C:18]3[CH:26]=[CH:25][C:21]([C:22](O)=[O:23])=[CH:20][CH:19]=3)=[CH:17][C:9]1=2.[O:32]1[CH2:36][CH2:35][CH2:34][CH:33]1[C:37]([N:39]1[CH2:44][CH2:43][NH:42][CH2:41][CH2:40]1)=[O:38], predict the reaction product. The product is: [Cl:1][C:2]1[CH:3]=[CH:4][C:5]([C:28]([F:31])([F:29])[F:30])=[C:6]([CH:27]=1)[CH2:7][N:8]1[CH2:13][CH2:12][NH:11][C:10]2[N:14]=[CH:15][C:16]([C:18]3[CH:19]=[CH:20][C:21]([C:22]([N:42]4[CH2:43][CH2:44][N:39]([C:37]([CH:33]5[CH2:34][CH2:35][CH2:36][O:32]5)=[O:38])[CH2:40][CH2:41]4)=[O:23])=[CH:25][CH:26]=3)=[CH:17][C:9]1=2.